Dataset: Peptide-MHC class I binding affinity with 185,985 pairs from IEDB/IMGT. Task: Regression. Given a peptide amino acid sequence and an MHC pseudo amino acid sequence, predict their binding affinity value. This is MHC class I binding data. (1) The peptide sequence is FLQQRKPPL. The MHC is HLA-B27:03 with pseudo-sequence HLA-B27:03. The binding affinity (normalized) is 0.0847. (2) The MHC is HLA-C05:01 with pseudo-sequence HLA-C05:01. The peptide sequence is FMYEGDTPL. The binding affinity (normalized) is 0.286.